Dataset: Catalyst prediction with 721,799 reactions and 888 catalyst types from USPTO. Task: Predict which catalyst facilitates the given reaction. (1) Reactant: [CH3:1][S:2][C:3]1[S:4][C:5]2[CH:11]=[C:10]([CH2:12][OH:13])[CH:9]=[CH:8][C:6]=2[N:7]=1.CC(OI1(OC(C)=O)(OC(C)=O)OC(=O)C2C=CC=CC1=2)=O.[O-]S([O-])=O.[Na+].[Na+].C([O-])(O)=O.[Na+]. Product: [CH3:1][S:2][C:3]1[S:4][C:5]2[CH:11]=[C:10]([CH:12]=[O:13])[CH:9]=[CH:8][C:6]=2[N:7]=1. The catalyst class is: 2. (2) Reactant: [CH2:1]([O:3][C:4](=[O:11])[CH2:5][O:6][CH2:7][C:8]([OH:10])=O)[CH3:2].S(Cl)(Cl)=O.CN(C=O)C.[NH2:21][C:22]1[C:23]([I:36])=[C:24]([C:33]([Cl:35])=[O:34])[C:25]([I:32])=[C:26]([C:30]=1[I:31])[C:27]([Cl:29])=[O:28]. Product: [CH2:1]([O:3][C:4](=[O:11])[CH2:5][O:6][CH2:7][C:8](=[O:10])[NH:21][C:22]1[C:23]([I:36])=[C:24]([C:33]([Cl:35])=[O:34])[C:25]([I:32])=[C:26]([C:27]([Cl:29])=[O:28])[C:30]=1[I:31])[CH3:2]. The catalyst class is: 344. (3) Reactant: ClC1C=C(NC2C3C(=CC=C(C4OC(CNCCS(C)(=O)=O)=CC=4)C=3)N=CN=2)C=CC=1[O:8]CC1C=CC=CC=1F.[S:41]([C:45]1[CH:51]=[CH:50][C:48]([CH3:49])=[CH:47][CH:46]=1)([OH:44])(=[O:43])=[O:42].[S:52]([C:56]1[CH:62]=[CH:61][C:59]([CH3:60])=[CH:58][CH:57]=1)([OH:55])(=[O:54])=[O:53].[Cl:63][C:64]1[CH:65]=[C:66]([NH:79][C:80]2[C:89]3[C:84](=[CH:85][CH:86]=[C:87]([C:90]4[O:91][C:92]([CH2:95][NH:96][CH2:97][CH2:98][S:99]([CH3:102])(=[O:101])=[O:100])=[CH:93][CH:94]=4)[CH:88]=3)[N:83]=[CH:82][N:81]=2)[CH:67]=[CH:68][C:69]=1[O:70][CH2:71][C:72]1[CH:77]=[CH:76][CH:75]=[CH:74][C:73]=1[F:78]. Product: [S:41]([C:45]1[CH:51]=[CH:50][C:48]([CH3:49])=[CH:47][CH:46]=1)([OH:44])(=[O:43])=[O:42].[S:52]([C:56]1[CH:62]=[CH:61][C:59]([CH3:60])=[CH:58][CH:57]=1)([OH:55])(=[O:54])=[O:53].[OH2:8].[Cl:63][C:64]1[CH:65]=[C:66]([NH:79][C:80]2[C:89]3[C:84](=[CH:85][CH:86]=[C:87]([C:90]4[O:91][C:92]([CH2:95][NH:96][CH2:97][CH2:98][S:99]([CH3:102])(=[O:100])=[O:101])=[CH:93][CH:94]=4)[CH:88]=3)[N:83]=[CH:82][N:81]=2)[CH:67]=[CH:68][C:69]=1[O:70][CH2:71][C:72]1[CH:77]=[CH:76][CH:75]=[CH:74][C:73]=1[F:78]. The catalyst class is: 6. (4) Reactant: Cl[C:2]1[N:3]=[N+:4]([O-:12])[C:5]2[CH:11]=[CH:10][CH:9]=[CH:8][C:6]=2[N:7]=1.[CH3:13][O:14][CH2:15][CH2:16][OH:17]. Product: [CH3:13][O:14][CH2:15][CH2:16][O:17][C:2]1[N:3]=[N+:4]([O-:12])[C:5]2[CH:11]=[CH:10][CH:9]=[CH:8][C:6]=2[N:7]=1. The catalyst class is: 6. (5) Reactant: I[C:2]1[CH:7]=[CH:6][C:5]([C:8]2[N:9]=[C:10]3[N:14]([CH:15]=2)[CH:13]=[CH:12][S:11]3)=[CH:4][CH:3]=1.C([O-])(=O)C.[K+].[B:21]1([B:21]2[O:25][C:24]([CH3:27])([CH3:26])[C:23]([CH3:29])([CH3:28])[O:22]2)[O:25][C:24]([CH3:27])([CH3:26])[C:23]([CH3:29])([CH3:28])[O:22]1. Product: [CH3:28][C:23]1([CH3:29])[C:24]([CH3:27])([CH3:26])[O:25][B:21]([C:2]2[CH:7]=[CH:6][C:5]([C:8]3[N:9]=[C:10]4[N:14]([CH:15]=3)[CH:13]=[CH:12][S:11]4)=[CH:4][CH:3]=2)[O:22]1. The catalyst class is: 75. (6) Reactant: [NH2:1][C:2]1[C:3]2[C:8]([N:9]=[C:10]3[C:15]=1[CH:14]=[CH:13][CH:12]=[CH:11]3)=[CH:7][CH:6]=[CH:5][CH:4]=2.[CH3:16][O:17][C:18]1[CH:19]=[C:20]([CH:23]=[C:24]([O:28][CH3:29])[C:25]=1[O:26][CH3:27])[CH:21]=O.[BH3-]C#N.[Na+]. Product: [CH3:29][O:28][C:24]1[CH:23]=[C:20]([CH:19]=[C:18]([O:17][CH3:16])[C:25]=1[O:26][CH3:27])[CH2:21][NH:1][C:2]1[C:3]2[C:8]([N:9]=[C:10]3[C:15]=1[CH:14]=[CH:13][CH:12]=[CH:11]3)=[CH:7][CH:6]=[CH:5][CH:4]=2. The catalyst class is: 467. (7) Reactant: C([O:8][C:9]1[CH:18]=[C:17]2[C:12]([C:13](=[O:51])[C:14]([O:41][CH2:42][P:43](=[O:50])([O:47][CH2:48][CH3:49])[O:44][CH2:45][CH3:46])=[C:15]([C:19]3[CH:24]=[CH:23][C:22]([O:25]CC4C=CC=CC=4)=[C:21]([O:33]CC4C=CC=CC=4)[CH:20]=3)[O:16]2)=[CH:11][CH:10]=1)C1C=CC=CC=1. Product: [OH:33][C:21]1[CH:20]=[C:19]([C:15]2[O:16][C:17]3[C:12]([C:13](=[O:51])[C:14]=2[O:41][CH2:42][P:43](=[O:50])([O:47][CH2:48][CH3:49])[O:44][CH2:45][CH3:46])=[CH:11][CH:10]=[C:9]([OH:8])[CH:18]=3)[CH:24]=[CH:23][C:22]=1[OH:25]. The catalyst class is: 63. (8) Reactant: [H-].[Na+].[OH:3][CH2:4][C:5]1[CH:6]=[C:7]([CH:11]=[C:12]([S:14]([F:19])([F:18])([F:17])([F:16])[F:15])[CH:13]=1)[C:8]([OH:10])=[O:9].[CH3:20][O:21][CH2:22][CH2:23]Br.CO. Product: [OH:3][CH2:4][C:5]1[CH:6]=[C:7]([CH:11]=[C:12]([S:14]([F:19])([F:15])([F:16])([F:17])[F:18])[CH:13]=1)[C:8]([O:10][CH2:23][CH2:22][O:21][CH3:20])=[O:9]. The catalyst class is: 3.